Dataset: Reaction yield outcomes from USPTO patents with 853,638 reactions. Task: Predict the reaction yield, written as a fraction of the theoretical maximum amount of product (1.0 means a 100% yield; for example, 0.34 means a 34% yield). (1) The reactants are [Br:1][C:2]1[CH:3]=[C:4]([N:8]2[C:16]3[C:11](=[CH:12][C:13]([C:17]4[CH:18]=[N:19][N:20]([CH3:22])[CH:21]=4)=[CH:14][CH:15]=3)[C:10]([C:23](O)=[O:24])=[N:9]2)[CH:5]=[CH:6][CH:7]=1.[Cl-].[NH4+:27]. No catalyst specified. The product is [Br:1][C:2]1[CH:3]=[C:4]([N:8]2[C:16]3[C:11](=[CH:12][C:13]([C:17]4[CH:18]=[N:19][N:20]([CH3:22])[CH:21]=4)=[CH:14][CH:15]=3)[C:10]([C:23]([NH2:27])=[O:24])=[N:9]2)[CH:5]=[CH:6][CH:7]=1. The yield is 0.960. (2) The reactants are [CH3:1][O:2][C:3]1[CH:8]=[CH:7][N:6]=[C:5]([N:9]2[CH:13]=[C:12]([CH3:14])[N:11]=[CH:10]2)[C:4]=1[NH2:15].[N:16]([O-])=O.[Na+].[OH-].[Na+]. The catalyst is C(O)(=O)C. The product is [CH3:1][O:2][C:3]1[C:4]2[N:15]=[N:16][C:13]3=[C:12]([CH3:14])[N:11]=[CH:10][N:9]3[C:5]=2[N:6]=[CH:7][CH:8]=1. The yield is 0.820.